The task is: Predict which catalyst facilitates the given reaction.. This data is from Catalyst prediction with 721,799 reactions and 888 catalyst types from USPTO. (1) Reactant: Br[C:2]1[N:7]=[C:6]2[C:8]([C:19]([O:21][CH3:22])=[O:20])=[CH:9][N:10]([CH2:11][O:12][C:13](=[O:18])[C:14]([CH3:17])([CH3:16])[CH3:15])[C:5]2=[N:4][CH:3]=1.[CH3:23][N:24]1[C:32]2[C:27](=[CH:28][CH:29]=[C:30]([C:33]([F:36])([F:35])[F:34])[CH:31]=2)[C:26]([Sn](CCCC)(CCCC)CCCC)=[N:25]1.O. Product: [CH3:23][N:24]1[C:32]2[C:27](=[CH:28][CH:29]=[C:30]([C:33]([F:34])([F:35])[F:36])[CH:31]=2)[C:26]([C:2]2[N:7]=[C:6]3[C:8]([C:19]([O:21][CH3:22])=[O:20])=[CH:9][N:10]([CH2:11][O:12][C:13](=[O:18])[C:14]([CH3:17])([CH3:16])[CH3:15])[C:5]3=[N:4][CH:3]=2)=[N:25]1. The catalyst class is: 441. (2) Reactant: [CH:1]1([CH2:4][C:5]2([CH3:37])[C:14]3[C:9](=[CH:10][CH:11]=[CH:12][CH:13]=3)[C:8]([OH:15])=[C:7]([C:16]3[NH:21][C:20]4[CH:22]=[CH:23][C:24]([NH:26]C(=O)OC(C)(C)C)=[CH:25][C:19]=4[S:18](=[O:35])(=[O:34])[N:17]=3)[C:6]2=[O:36])[CH2:3][CH2:2]1.FC(F)(F)C(O)=O. Product: [NH2:26][C:24]1[CH:23]=[CH:22][C:20]2[NH:21][C:16]([C:7]3[C:6](=[O:36])[C:5]([CH2:4][CH:1]4[CH2:2][CH2:3]4)([CH3:37])[C:14]4[C:9]([C:8]=3[OH:15])=[CH:10][CH:11]=[CH:12][CH:13]=4)=[N:17][S:18](=[O:35])(=[O:34])[C:19]=2[CH:25]=1. The catalyst class is: 4. (3) Reactant: [NH2:1][C:2]1[N:10]=[CH:9][N:8]=[C:7]2[C:3]=1[N:4]([C:26]1[CH:31]=[CH:30][C:29]([O:32][C:33]3[CH:38]=[CH:37][CH:36]=[CH:35][CH:34]=3)=[CH:28][CH:27]=1)[C:5](=[O:25])[N:6]2[C:11]1[CH:12]=[C:13]([NH:17]C(=O)OC(C)(C)C)[CH:14]=[CH:15][CH:16]=1.C(O)(C(F)(F)F)=O. Product: [NH2:1][C:2]1[N:10]=[CH:9][N:8]=[C:7]2[C:3]=1[N:4]([C:26]1[CH:31]=[CH:30][C:29]([O:32][C:33]3[CH:34]=[CH:35][CH:36]=[CH:37][CH:38]=3)=[CH:28][CH:27]=1)[C:5](=[O:25])[N:6]2[C:11]1[CH:16]=[CH:15][CH:14]=[C:13]([NH2:17])[CH:12]=1. The catalyst class is: 2. (4) Reactant: [CH2:1]([N:8]([C@@H:13]1[CH2:18][CH2:17][CH2:16][CH2:15][C@@H:14]1[OH:19])[C:9](=[O:12])[CH2:10]Cl)[C:2]1[CH:7]=[CH:6][CH:5]=[CH:4][CH:3]=1.[H-].[Na+]. Product: [CH2:1]([N:8]1[C:9](=[O:12])[CH2:10][O:19][C@H:14]2[CH2:15][CH2:16][CH2:17][CH2:18][C@@H:13]12)[C:2]1[CH:7]=[CH:6][CH:5]=[CH:4][CH:3]=1. The catalyst class is: 1. (5) Reactant: [CH:1]1([CH2:6][N:7]([CH2:18][CH3:19])[C:8]2[C:9]([CH2:16][OH:17])=[N:10][C:11]([O:14][CH3:15])=[CH:12][CH:13]=2)[CH2:5][CH2:4][CH2:3][CH2:2]1. Product: [CH:1]1([CH2:6][N:7]([CH2:18][CH3:19])[C:8]2[C:9]([CH:16]=[O:17])=[N:10][C:11]([O:14][CH3:15])=[CH:12][CH:13]=2)[CH2:2][CH2:3][CH2:4][CH2:5]1. The catalyst class is: 428. (6) Reactant: [Br:1][C:2]1[CH:8]=[CH:7][C:5]([NH2:6])=[C:4]([F:9])[CH:3]=1.[N:10]([C:13]1[CH:23]=[CH:22][C:16]([C:17]([O:19][CH2:20][CH3:21])=[O:18])=[CH:15][CH:14]=1)=[C:11]=[O:12]. Product: [CH2:20]([O:19][C:17](=[O:18])[C:16]1[CH:22]=[CH:23][C:13]([NH:10][C:11]([NH:6][C:5]2[CH:7]=[CH:8][C:2]([Br:1])=[CH:3][C:4]=2[F:9])=[O:12])=[CH:14][CH:15]=1)[CH3:21]. The catalyst class is: 2. (7) Reactant: F[P-](F)(F)(F)(F)F.N1(OC(N(C)C)=[N+](C)C)C2N=CC=CC=2N=N1.C(N(CC)CC)C.[OH:32][C:33]([CH3:50])([CH2:48][CH3:49])[CH2:34][C:35]([NH:37][C:38]1[CH:39]=[C:40]2[C:45](=[CH:46][CH:47]=1)[CH2:44][NH:43][CH2:42][CH2:41]2)=[O:36].[N:51]1[CH:56]=[CH:55][CH:54]=[C:53]([O:57][CH2:58][C:59](O)=[O:60])[CH:52]=1. Product: [OH:32][C:33]([CH3:50])([CH2:48][CH3:49])[CH2:34][C:35]([NH:37][C:38]1[CH:39]=[C:40]2[C:45](=[CH:46][CH:47]=1)[CH2:44][N:43]([C:59](=[O:60])[CH2:58][O:57][C:53]1[CH:52]=[N:51][CH:56]=[CH:55][CH:54]=1)[CH2:42][CH2:41]2)=[O:36]. The catalyst class is: 9. (8) Reactant: [CH3:1][O:2][C:3](=[O:12])[C:4]1[C:9]([OH:10])=[CH:8][CH:7]=[C:6]([Br:11])[N:5]=1.[H-].[Na+].[O:15]([CH2:22][CH2:23][CH2:24]Br)[C:16]1[CH:21]=[CH:20][CH:19]=[CH:18][CH:17]=1. Product: [CH3:1][O:2][C:3]([C:4]1[C:9]([O:10][CH2:24][CH2:23][CH2:22][O:15][C:16]2[CH:21]=[CH:20][CH:19]=[CH:18][CH:17]=2)=[CH:8][CH:7]=[C:6]([Br:11])[N:5]=1)=[O:12]. The catalyst class is: 44. (9) Reactant: [NH2:1][C:2]1[C:3]([CH3:23])=[CH:4][C:5]([O:16][C:17]2[CH:22]=[CH:21][CH:20]=[CH:19][CH:18]=2)=[C:6]([C:8]2[CH:9]=[CH:10][C:11](=[O:15])[N:12]([CH3:14])[CH:13]=2)[CH:7]=1.C(N(CC)CC)C.[CH3:31][S:32](Cl)(=[O:34])=[O:33]. Product: [CH3:23][C:3]1[CH:4]=[C:5]([O:16][C:17]2[CH:22]=[CH:21][CH:20]=[CH:19][CH:18]=2)[C:6]([C:8]2[CH:9]=[CH:10][C:11](=[O:15])[N:12]([CH3:14])[CH:13]=2)=[CH:7][C:2]=1[NH:1][S:32]([CH3:31])(=[O:34])=[O:33]. The catalyst class is: 4. (10) Reactant: C(O)(=O)[C:2]1[CH:7]=[CH:6][CH:5]=[N:4][CH:3]=1.CC[N:12]([CH2:15]C)CC.C1(P(N=[N+]=[N-])(C2C=CC=CC=2)=[O:24])C=CC=CC=1.[CH3:34][O:35][C:36]1[CH:37]=[C:38]([C@@:44]23[CH2:52][CH2:51][C@@H:50]([NH2:53])[CH2:49][C@@H:48]2[N:47]([CH3:54])[CH2:46][CH2:45]3)[CH:39]=[CH:40][C:41]=1[O:42][CH3:43]. Product: [CH3:34][O:35][C:36]1[CH:37]=[C:38]([C@@:44]23[CH2:52][CH2:51][C@@H:50]([NH:53][C:15]([NH:12][C:2]4[CH:3]=[N:4][CH:5]=[CH:6][CH:7]=4)=[O:24])[CH2:49][C@@H:48]2[N:47]([CH3:54])[CH2:46][CH2:45]3)[CH:39]=[CH:40][C:41]=1[O:42][CH3:43]. The catalyst class is: 308.